This data is from Catalyst prediction with 721,799 reactions and 888 catalyst types from USPTO. The task is: Predict which catalyst facilitates the given reaction. Reactant: [CH2:1]([NH2:9])[CH2:2][C:3]1[CH:8]=[CH:7][CH:6]=[CH:5][CH:4]=1.C(N(CC)CC)C.[F:17][C:18]([F:29])([F:28])[C:19](O[C:19](=[O:20])[C:18]([F:29])([F:28])[F:17])=[O:20]. Product: [C:3]1([CH2:2][CH2:1][NH:9][C:19](=[O:20])[C:18]([F:29])([F:28])[F:17])[CH:8]=[CH:7][CH:6]=[CH:5][CH:4]=1. The catalyst class is: 4.